From a dataset of Full USPTO retrosynthesis dataset with 1.9M reactions from patents (1976-2016). Predict the reactants needed to synthesize the given product. (1) Given the product [F:18][C:16]1[CH:17]=[C:12]([CH2:11][N:10]2[C:9]3[C:4](=[N:5][CH:6]=[CH:7][CH:8]=3)[C:3]([C:22]([NH:29][CH2:28][CH2:27][F:26])=[O:23])=[CH:2]2)[C:13]([O:20][CH3:21])=[N:14][C:15]=1[CH3:19], predict the reactants needed to synthesize it. The reactants are: C[C:2]1[N:10]([CH2:11][C:12]2[C:13]([O:20][CH3:21])=[N:14][C:15]([CH3:19])=[C:16]([F:18])[CH:17]=2)[C:9]2[C:4](=[N:5][CH:6]=[CH:7][CH:8]=2)[C:3]=1[C:22](O)=[O:23].Cl.[F:26][CH2:27][CH2:28][NH2:29].C(N(CC)CC)C.C(P1(=O)OP(CCC)(=O)OP(CCC)(=O)O1)CC. (2) Given the product [CH2:1]([O:8][C:9]1[CH:14]=[C:13]([N:15]2[CH:19]=[C:18]([CH3:20])[N:17]=[C:16]2[C:21]2[CH:26]=[CH:25][N:24]=[CH:23][C:22]=2[CH3:27])[C:12]([NH2:28])=[C:11]([O:31][CH3:32])[CH:10]=1)[C:2]1[CH:7]=[CH:6][CH:5]=[CH:4][CH:3]=1, predict the reactants needed to synthesize it. The reactants are: [CH2:1]([O:8][C:9]1[CH:10]=[C:11]([O:31][CH3:32])[C:12]([N+:28]([O-])=O)=[C:13]([N:15]2[CH:19]=[C:18]([CH3:20])[N:17]=[C:16]2[C:21]2[CH:26]=[CH:25][N:24]=[CH:23][C:22]=2[CH3:27])[CH:14]=1)[C:2]1[CH:7]=[CH:6][CH:5]=[CH:4][CH:3]=1.O.O.[Sn](Cl)Cl.Cl.[OH-].[Na+]. (3) Given the product [CH:1]([C:4]1[CH:12]=[CH:11][C:10]2[N:9]([CH2:28][CH2:27][C:24]3[CH:23]=[N:22][C:21]([CH3:20])=[N:26][CH:25]=3)[C:8]3[CH2:13][CH2:14][N:15]([CH3:17])[CH2:16][C:7]=3[C:6]=2[CH:5]=1)([CH3:3])[CH3:2], predict the reactants needed to synthesize it. The reactants are: [CH:1]([C:4]1[CH:12]=[CH:11][C:10]2[NH:9][C:8]3[CH2:13][CH2:14][N:15]([CH3:17])[CH2:16][C:7]=3[C:6]=2[CH:5]=1)([CH3:3])[CH3:2].[OH-].[K+].[CH3:20][C:21]1[N:26]=[CH:25][C:24]([CH:27]=[CH2:28])=[CH:23][N:22]=1. (4) Given the product [CH3:12][C@@:8]12[C@H:9]3[CH2:10][CH2:11][C@@:2]4([CH3:1])[C@H:3]([C@@H:4]3[CH2:5][CH:6]=[C:7]1[N:31]([CH2:30][CH2:29][N:26]1[CH2:27][CH2:28][O:23][CH2:24][CH2:25]1)[C:15](=[O:17])[CH2:14][CH2:13]2)[CH2:19][CH2:20][C:21]4=[O:22], predict the reactants needed to synthesize it. The reactants are: [CH3:1][C@@:2]12[C:21](=[O:22])[CH2:20][CH2:19][C@H:3]1[C@H:4]1[C@H:9]([CH2:10][CH2:11]2)[C@:8]([CH2:13][CH2:14][C:15]([OH:17])=O)([CH3:12])[C:7](=O)[CH2:6][CH2:5]1.[O:23]1[CH2:28][CH2:27][N:26]([CH2:29][CH2:30][NH2:31])[CH2:25][CH2:24]1. (5) The reactants are: Cl[CH2:2][CH2:3][CH2:4][S:5]([N:8]([CH3:58])[C:9]1[CH:57]=[CH:56][CH:55]=[CH:54][C:10]=1[CH2:11][NH:12][C:13]1[C:18]2[C:19]([C:30]([NH2:32])=[O:31])=[N:20][N:21]([CH2:22][O:23][CH2:24][CH2:25][Si:26]([CH3:29])([CH3:28])[CH3:27])[C:17]=2[CH:16]=[C:15]([C:33]2[CH:38]=[C:37]([F:39])[C:36]([O:40][CH2:41][O:42][CH2:43][CH2:44][Si:45]([CH3:48])([CH3:47])[CH3:46])=[CH:35][C:34]=2[CH2:49][C:50]([F:53])([F:52])[F:51])[N:14]=1)(=[O:7])=[O:6].[NH:59]1[CH2:64][CH2:63][O:62][CH2:61][CH2:60]1. Given the product [F:39][C:37]1[C:36]([O:40][CH2:41][O:42][CH2:43][CH2:44][Si:45]([CH3:46])([CH3:47])[CH3:48])=[CH:35][C:34]([CH2:49][C:50]([F:51])([F:53])[F:52])=[C:33]([C:15]2[N:14]=[C:13]([NH:12][CH2:11][C:10]3[CH:54]=[CH:55][CH:56]=[CH:57][C:9]=3[N:8]([CH3:58])[S:5]([CH2:4][CH2:3][CH2:2][N:59]3[CH2:64][CH2:63][O:62][CH2:61][CH2:60]3)(=[O:6])=[O:7])[C:18]3[C:19]([C:30]([NH2:32])=[O:31])=[N:20][N:21]([CH2:22][O:23][CH2:24][CH2:25][Si:26]([CH3:28])([CH3:29])[CH3:27])[C:17]=3[CH:16]=2)[CH:38]=1, predict the reactants needed to synthesize it. (6) Given the product [F:1][C:2]1[CH:7]=[CH:6][C:5]([F:8])=[CH:4][C:3]=1[CH2:9][O:10][C:12]1[CH:13]=[C:14]2[N:21]([CH3:22])[C:20]([CH3:24])([CH3:23])[CH2:19][N:15]2[C:16](=[O:18])[N:17]=1, predict the reactants needed to synthesize it. The reactants are: [F:1][C:2]1[CH:7]=[CH:6][C:5]([F:8])=[CH:4][C:3]=1[CH2:9][OH:10].Cl[C:12]1[CH:13]=[C:14]2[N:21]([CH3:22])[C:20]([CH3:24])([CH3:23])[CH2:19][N:15]2[C:16](=[O:18])[N:17]=1. (7) Given the product [Br:1][C:2]1[C:7]([CH:8]=[O:25])=[CH:6][CH:5]=[CH:4][C:3]=1[CH:9]([O:14][C:15]([CH3:18])([CH3:17])[CH3:16])[C:10]([O:12][CH3:13])=[O:11], predict the reactants needed to synthesize it. The reactants are: [Br:1][C:2]1[C:7]([CH3:8])=[CH:6][CH:5]=[CH:4][C:3]=1[CH:9]([O:14][C:15]([CH3:18])([CH3:17])[CH3:16])[C:10]([O:12][CH3:13])=[O:11].BrN1C(=[O:25])CCC1=O.N(C1(C#N)CCCCC1)=NC1(C#N)CCCCC1.C[N+]1([O-])CCOCC1.